Dataset: Full USPTO retrosynthesis dataset with 1.9M reactions from patents (1976-2016). Task: Predict the reactants needed to synthesize the given product. Given the product [Cl:18][CH2:19][C:20]([NH:4][C:3]1[CH:5]=[C:6]([N+:9]([O-:11])=[O:10])[CH:7]=[CH:8][C:2]=1[CH3:1])=[O:21], predict the reactants needed to synthesize it. The reactants are: [CH3:1][C:2]1[CH:8]=[CH:7][C:6]([N+:9]([O-:11])=[O:10])=[CH:5][C:3]=1[NH2:4].N1C=CC=CC=1.[Cl:18][CH2:19][C:20](Cl)=[O:21].